Dataset: Catalyst prediction with 721,799 reactions and 888 catalyst types from USPTO. Task: Predict which catalyst facilitates the given reaction. (1) Reactant: [CH2:1]([C:3]1[CH:8]=[C:7]([CH3:9])[CH:6]=[C:5]([CH2:10][CH3:11])[C:4]=1[C:12](=[O:17])[C:13]([NH:15][NH2:16])=[O:14])[CH3:2].O1CCCC1.C(O)(=O)C.[CH3:27][S:28][CH2:29][C:30](=O)[CH3:31]. Product: [CH2:1]([C:3]1[CH:8]=[C:7]([CH3:9])[CH:6]=[C:5]([CH2:10][CH3:11])[C:4]=1[C:12](=[O:17])[C:13]([NH:15][N:16]=[C:30]([CH3:31])[CH2:29][S:28][CH3:27])=[O:14])[CH3:2]. The catalyst class is: 6. (2) Reactant: [F:8][C:7]([F:10])([F:9])[C:6](O[C:6](=[O:11])[C:7]([F:10])([F:9])[F:8])=[O:11].[CH3:14][O:15][C:16]1[CH:21]=[CH:20][CH:19]=[CH:18][C:17]=1[N:22]1[CH2:27][CH2:26][NH:25][CH2:24][CH2:23]1.N1C=CC=CC=1.Cl. Product: [F:10][C:7]([F:8])([F:9])[C:6]([N:25]1[CH2:24][CH2:23][N:22]([C:17]2[CH:18]=[CH:19][CH:20]=[CH:21][C:16]=2[O:15][CH3:14])[CH2:27][CH2:26]1)=[O:11]. The catalyst class is: 4. (3) Reactant: [CH:1]1([C:4]2[C:12]3[C:7](=[CH:8][C:9](/[CH:13]=[C:14]4/[C:15](=[O:23])[NH:16][C:17]5[C:22]/4=[CH:21][CH:20]=[CH:19][CH:18]=5)=[CH:10][CH:11]=3)[N:6](COCC[Si](C)(C)C)[N:5]=2)[CH2:3][CH2:2]1.[F-].C([N+](CCCC)(CCCC)CCCC)CCC. Product: [CH:1]1([C:4]2[C:12]3[C:7](=[CH:8][C:9](/[CH:13]=[C:14]4/[C:15](=[O:23])[NH:16][C:17]5[C:22]/4=[CH:21][CH:20]=[CH:19][CH:18]=5)=[CH:10][CH:11]=3)[NH:6][N:5]=2)[CH2:2][CH2:3]1. The catalyst class is: 1. (4) Reactant: [CH2:1]([S:8][C:9]1[N:21]=[CH:20][CH:19]=[CH:18][C:10]=1[C:11]([NH:13][O:14][CH2:15][CH2:16][OH:17])=O)[C:2]1[CH:7]=[CH:6][CH:5]=[CH:4][CH:3]=1.S(Cl)(Cl)=O. Product: [CH2:1]([S:8][C:9]1[C:10]([C:11]2[O:17][CH2:16][CH2:15][O:14][N:13]=2)=[CH:18][CH:19]=[CH:20][N:21]=1)[C:2]1[CH:7]=[CH:6][CH:5]=[CH:4][CH:3]=1. The catalyst class is: 1.